This data is from Reaction yield outcomes from USPTO patents with 853,638 reactions. The task is: Predict the reaction yield, written as a fraction of the theoretical maximum amount of product (1.0 means a 100% yield; for example, 0.34 means a 34% yield). (1) The reactants are [CH2:1]1[O:15][C:14]2[CH:13]=[CH:12][C:5]([CH2:6][C@H:7]3[CH2:10][O:9][C:8]3=[O:11])=[CH:4][C:3]=2[O:2]1.C1(C)C=CC=CC=1.[C:23]([O-:26])(=[S:25])[CH3:24].[K+].S(=O)(=O)(O)O. The catalyst is O. The product is [C:23]([S:25][CH2:10][C@@H:7]([CH2:6][C:5]1[CH:12]=[CH:13][C:14]2[O:15][CH2:1][O:2][C:3]=2[CH:4]=1)[C:8]([OH:9])=[O:11])(=[O:26])[CH3:24]. The yield is 0.855. (2) The reactants are Cl[C:2]1[CH:7]=[C:6]([CH3:8])[N:5]=[C:4]([C:9]2[CH:14]=[CH:13][CH:12]=[CH:11][N:10]=2)[N:3]=1.[CH3:15][C:16]1[CH:22]=[CH:21][CH:20]=[C:19]([CH3:23])[C:17]=1[NH2:18].Cl.[OH-].[Na+]. The catalyst is O.C(O)C. The product is [CH3:15][C:16]1[CH:22]=[CH:21][CH:20]=[C:19]([CH3:23])[C:17]=1[NH:18][C:2]1[CH:7]=[C:6]([CH3:8])[N:5]=[C:4]([C:9]2[CH:14]=[CH:13][CH:12]=[CH:11][N:10]=2)[N:3]=1. The yield is 0.820. (3) The reactants are [CH:1]1([CH:7]([NH:22][C:23]2[CH:28]=[CH:27][C:26]([C:29]([N:31]([CH3:39])[CH2:32][CH2:33][C:34]([O:36]CC)=[O:35])=[O:30])=[CH:25][CH:24]=2)[C:8]2[CH:12]=[C:11]([C:13]3[CH:14]=[N:15][C:16]([O:19][CH3:20])=[CH:17][CH:18]=3)[O:10][C:9]=2[CH3:21])[CH2:6][CH2:5][CH2:4][CH2:3][CH2:2]1.[OH-].[Li+]. The catalyst is C(O)C.O1CCCC1. The product is [CH:1]1([CH:7]([NH:22][C:23]2[CH:24]=[CH:25][C:26]([C:29]([N:31]([CH3:39])[CH2:32][CH2:33][C:34]([OH:36])=[O:35])=[O:30])=[CH:27][CH:28]=2)[C:8]2[CH:12]=[C:11]([C:13]3[CH:14]=[N:15][C:16]([O:19][CH3:20])=[CH:17][CH:18]=3)[O:10][C:9]=2[CH3:21])[CH2:6][CH2:5][CH2:4][CH2:3][CH2:2]1. The yield is 0.600. (4) The reactants are [Br:1][C:2]1[CH:7]=[CH:6][C:5]([S:8][CH3:9])=[C:4](F)[CH:3]=1.[CH3:11][S-:12].[Na+]. The catalyst is CN(C=O)C. The product is [Br:1][C:2]1[CH:7]=[CH:6][C:5]([S:8][CH3:9])=[C:4]([S:12][CH3:11])[CH:3]=1. The yield is 0.890. (5) The reactants are O.[NH2:2][NH2:3].[CH2:4]([O:6][C:7](=[O:21])[C:8](=O)[CH2:9][C:10](=O)[CH2:11][O:12][C:13]1[CH:18]=[CH:17][CH:16]=[CH:15][CH:14]=1)[CH3:5]. The product is [CH2:4]([O:6][C:7]([C:8]1[NH:2][N:3]=[C:10]([CH2:11][O:12][C:13]2[CH:18]=[CH:17][CH:16]=[CH:15][CH:14]=2)[CH:9]=1)=[O:21])[CH3:5]. The yield is 0.980. No catalyst specified. (6) The catalyst is N1C=CC=CC=1.CCOC(C)=O. The product is [N:1]1([C:7]([O:30][C:25]2[CH:26]=[CH:27][C:28]3[C:29]4[C:21](=[C:20]([C:31](=[O:32])[NH2:33])[CH:19]=[CH:18][C:17]=4[C:12]4[CH:13]=[CH:14][CH:15]=[CH:16][C:11]=4[F:10])[NH:22][C:23]=3[CH:24]=2)=[O:8])[CH2:6][CH2:5][O:4][CH2:3][CH2:2]1. The yield is 0.270. The reactants are [N:1]1([C:7](Cl)=[O:8])[CH2:6][CH2:5][O:4][CH2:3][CH2:2]1.[F:10][C:11]1[CH:16]=[CH:15][CH:14]=[CH:13][C:12]=1[C:17]1[C:29]2[C:28]3[C:23](=[CH:24][C:25]([OH:30])=[CH:26][CH:27]=3)[NH:22][C:21]=2[C:20]([C:31]([NH2:33])=[O:32])=[CH:19][CH:18]=1. (7) The reactants are [NH2:1][C:2]1[CH:3]=[C:4]([CH:7]=[CH:8][CH:9]=1)[C:5]#[N:6].Br.Br[CH:12]([C:14]1[CH:15]=[C:16]([C:31]([N:33]([CH3:35])[CH3:34])=[O:32])[CH:17]=[C:18]2[C:23]=1[O:22][C:21]([N:24]1[CH2:29][CH2:28][O:27][CH2:26][CH2:25]1)=[CH:20][C:19]2=[O:30])[CH3:13]. The product is [C:5]([C:4]1[CH:3]=[C:2]([NH:1][CH:12]([C:14]2[CH:15]=[C:16]([C:31]([N:33]([CH3:35])[CH3:34])=[O:32])[CH:17]=[C:18]3[C:23]=2[O:22][C:21]([N:24]2[CH2:29][CH2:28][O:27][CH2:26][CH2:25]2)=[CH:20][C:19]3=[O:30])[CH3:13])[CH:9]=[CH:8][CH:7]=1)#[N:6]. The yield is 0.480. No catalyst specified. (8) The catalyst is C1COCC1. The yield is 0.800. The reactants are N[C:2]1[S:3][C:4]([C:9]([O:11][CH2:12][CH3:13])=[O:10])=[C:5]([CH2:7][CH3:8])[N:6]=1.B(F)(F)F.CCOCC.N(OCCCC)=O.[Na].[OH-].[Na+]. The product is [CH2:7]([C:5]1[N:6]=[CH:2][S:3][C:4]=1[C:9]([O:11][CH2:12][CH3:13])=[O:10])[CH3:8]. (9) The reactants are [C:1]([O:5][C:6](=[O:12])[CH2:7][CH2:8][C:9]([OH:11])=O)([CH3:4])([CH3:3])[CH3:2].CN1CCOCC1.ClC(OCC(C)C)=O.Cl.[NH2:29][CH:30]([C:36](=[O:38])[CH3:37])[C:31]([O:33][CH2:34][CH3:35])=[O:32]. The catalyst is O1CCCC1.CN(C)C=O.C(OCC)(=O)C. The product is [C:1]([O:5][C:6](=[O:12])[CH2:7][CH2:8][C:9]([NH:29][CH:30]([C:36](=[O:38])[CH3:37])[C:31]([O:33][CH2:34][CH3:35])=[O:32])=[O:11])([CH3:2])([CH3:3])[CH3:4]. The yield is 0.720. (10) The reactants are [Cl:1][C:2]1[N:3]=[C:4]([N:13]2[CH2:18][CH2:17][O:16][CH2:15][CH2:14]2)[C:5]2[S:10][C:9]([CH:11]=O)=[CH:8][C:6]=2[N:7]=1.CC(O[C:24]([N:26]([CH:28]1[CH2:33][CH2:32][NH:31][CH2:30][CH2:29]1)C)=O)(C)C.CC(O)=O.[BH-](OC(C)=O)(OC(C)=O)OC(C)=O.[Na+]. The catalyst is ClCCCl. The product is [Cl:1][C:2]1[N:3]=[C:4]([N:13]2[CH2:18][CH2:17][O:16][CH2:15][CH2:14]2)[C:5]2[S:10][C:9]([CH2:11][N:31]3[CH2:32][CH2:33][CH:28]([NH:26][CH3:24])[CH2:29][CH2:30]3)=[CH:8][C:6]=2[N:7]=1. The yield is 0.880.